The task is: Predict the reaction yield, written as a fraction of the theoretical maximum amount of product (1.0 means a 100% yield; for example, 0.34 means a 34% yield).. This data is from Reaction yield outcomes from USPTO patents with 853,638 reactions. (1) The reactants are [CH3:1][CH2:2][C@@:3]([CH3:19])([O:7][C:8]1[CH:17]=[CH:16][CH:15]=[C:14]2[C:9]=1[C:10](=O)[NH:11][CH:12]=[N:13]2)[C:4]([NH2:6])=[O:5].C1(P(C2C=CC=CC=2)C2C=CC=CC=2)C=CC=CC=1.C(Cl)(Cl)(Cl)Cl.[N:44]1([C:51]([C:53]2[CH:59]=[CH:58][C:56]([NH2:57])=[CH:55][C:54]=2[Cl:60])=[O:52])[CH2:50][CH2:49][CH2:48][CH2:47][CH2:46][CH2:45]1. The catalyst is ClCCCl. The product is [N:44]1([C:51]([C:53]2[CH:59]=[CH:58][C:56]([NH:57][C:10]3[C:9]4[C:14](=[CH:15][CH:16]=[CH:17][C:8]=4[O:7][C@:3]([CH3:19])([CH2:2][CH3:1])[C:4]([NH2:6])=[O:5])[N:13]=[CH:12][N:11]=3)=[CH:55][C:54]=2[Cl:60])=[O:52])[CH2:45][CH2:46][CH2:47][CH2:48][CH2:49][CH2:50]1. The yield is 0.650. (2) The reactants are [C:1]1([CH:7]=[CH:8][C:9]([C:11]2[CH:16]=[CH:15][CH:14]=[CH:13][CH:12]=2)=[O:10])[CH:6]=[CH:5][CH:4]=[CH:3][CH:2]=1. The catalyst is C(Cl)Cl. The product is [C:11]1([C:9](=[O:10])[CH2:8][CH2:7][C:1]2[CH:2]=[CH:3][CH:4]=[CH:5][CH:6]=2)[CH:16]=[CH:15][CH:14]=[CH:13][CH:12]=1. The yield is 0.990. (3) The reactants are Cl[C:2]1[CH:7]=[C:6]([Cl:8])[N:5]=[C:4]([NH2:9])[N:3]=1.[CH2:10]([NH2:12])[CH3:11]. No catalyst specified. The product is [Cl:8][C:6]1[N:5]=[C:4]([NH2:9])[N:3]=[C:2]([NH:12][CH2:10][CH3:11])[CH:7]=1. The yield is 0.690. (4) The reactants are Br[C:2]1[C:3]([CH3:8])=[N:4][CH:5]=[CH:6][CH:7]=1.[C:9]1(B2OC(C)(C)C(C)(C)O2)[CH2:14][CH2:13][CH2:12][CH2:11][CH:10]=1.C(=O)([O-])[O-].[Cs+].[Cs+].O1CCOCC1. The catalyst is [Pd].C1(P(C2C=CC=CC=2)C2C=CC=CC=2)C=CC=CC=1.C1(P(C2C=CC=CC=2)C2C=CC=CC=2)C=CC=CC=1.C1(P(C2C=CC=CC=2)C2C=CC=CC=2)C=CC=CC=1.C1(P(C2C=CC=CC=2)C2C=CC=CC=2)C=CC=CC=1.O. The product is [C:9]1([C:2]2[C:3]([CH3:8])=[N:4][CH:5]=[CH:6][CH:7]=2)[CH2:14][CH2:13][CH2:12][CH2:11][CH:10]=1. The yield is 0.850. (5) The reactants are [N+:1]([C:4]1[CH:11]=[CH:10][C:7]([CH:8]=O)=[CH:6][CH:5]=1)([O-:3])=[O:2].[CH3:12][NH:13][CH3:14].C(O)(=O)C.C(O[BH-](OC(=O)C)OC(=O)C)(=O)C.[Na+].C(=O)([O-])O.[Na+]. The catalyst is ClCCCl. The product is [N+:1]([C:4]1[CH:11]=[CH:10][C:7]([CH2:8][N:13]([CH3:14])[CH3:12])=[CH:6][CH:5]=1)([O-:3])=[O:2]. The yield is 0.820.